From a dataset of Reaction yield outcomes from USPTO patents with 853,638 reactions. Predict the reaction yield, written as a fraction of the theoretical maximum amount of product (1.0 means a 100% yield; for example, 0.34 means a 34% yield). (1) The reactants are [CH:1]1([CH2:6][CH2:7][C:8](Cl)=[O:9])[CH2:5][CH2:4][CH2:3][CH2:2]1.[CH3:11][C:12]1[CH:18]=[CH:17][CH:16]=[C:15]([CH3:19])[C:13]=1[NH2:14].C(N(CC)CC)C.C(OCC)(=O)C. The catalyst is C1COCC1. The product is [CH:1]1([CH2:6][CH2:7][C:8]([NH:14][C:13]2[C:15]([CH3:19])=[CH:16][CH:17]=[CH:18][C:12]=2[CH3:11])=[O:9])[CH2:5][CH2:4][CH2:3][CH2:2]1. The yield is 0.860. (2) The reactants are [NH2:1][C:2]1[N:7]=[CH:6][N:5]=[C:4]2[N:8]([CH:12]([C:14]3[O:15][C:16]4[C:21]([C:22](=[O:31])[C:23]=3[C:24]3[CH:29]=[CH:28][CH:27]=[C:26]([F:30])[CH:25]=3)=[CH:20][CH:19]=[CH:18][CH:17]=4)C)[N:9]=[C:10](I)[C:3]=12.C([N:39]1[C:47]2[C:42](=[CH:43][CH:44]=[C:45](B3OC(C)(C)C(C)(C)O3)[CH:46]=2)[C:41]([CH3:57])=[N:40]1)(OC(C)(C)C)=O.C(=O)([O-])[O-].[Na+].[Na+].ClCCl. The catalyst is CN(C=O)C.C(O)C.O. The product is [NH2:1][C:2]1[N:7]=[CH:6][N:5]=[C:4]2[N:8]([CH2:12][C:14]3[O:15][C:16]4[C:21]([C:22](=[O:31])[C:23]=3[C:24]3[CH:29]=[CH:28][CH:27]=[C:26]([F:30])[CH:25]=3)=[CH:20][CH:19]=[CH:18][CH:17]=4)[N:9]=[C:10]([C:45]3[CH:46]=[C:47]4[C:42]([C:41]([CH3:57])=[N:40][NH:39]4)=[CH:43][CH:44]=3)[C:3]=12. The yield is 0.200. (3) The reactants are [Br:1][C:2]1[CH:3]=[C:4]([CH2:9][NH2:10])[CH:5]=[C:6]([F:8])[CH:7]=1.[CH3:11][S:12](Cl)(=[O:14])=[O:13]. The catalyst is C(Cl)Cl. The product is [Br:1][C:2]1[CH:3]=[C:4]([CH:5]=[C:6]([F:8])[CH:7]=1)[CH2:9][NH:10][S:12]([CH3:11])(=[O:14])=[O:13]. The yield is 0.909. (4) The reactants are [OH:1][C@H:2]1[C:10]2[C:5](=[CH:6][CH:7]=[CH:8][CH:9]=2)[CH2:4][C@:3]1([CH2:20][C:21]1[CH:29]=[CH:28][C:24]([C:25]([OH:27])=[O:26])=[CH:23][CH:22]=1)[C:11]1[CH2:12][C:13]2[C:18]([CH:19]=1)=[CH:17][CH:16]=[CH:15][CH:14]=2.C([O-])([O-])=O.[K+].[K+].[CH2:36](I)[CH3:37]. The catalyst is CN(C=O)C.Cl. The product is [OH:1][C@H:2]1[C:10]2[C:5](=[CH:6][CH:7]=[CH:8][CH:9]=2)[CH2:4][C@:3]1([CH2:20][C:21]1[CH:29]=[CH:28][C:24]([C:25]([O:27][CH2:36][CH3:37])=[O:26])=[CH:23][CH:22]=1)[C:11]1[CH2:12][C:13]2[C:18]([CH:19]=1)=[CH:17][CH:16]=[CH:15][CH:14]=2. The yield is 0.820.